This data is from Reaction yield outcomes from USPTO patents with 853,638 reactions. The task is: Predict the reaction yield, written as a fraction of the theoretical maximum amount of product (1.0 means a 100% yield; for example, 0.34 means a 34% yield). (1) The reactants are [F:1][C:2]1[CH:3]=[C:4]([NH2:24])[CH:5]=[CH:6][C:7]=1[O:8][C:9]1[C:10]2[NH:17][C:16]([C:18]3[CH:23]=[CH:22][CH:21]=[CH:20][CH:19]=3)=[CH:15][C:11]=2[N:12]=[CH:13][N:14]=1.[C:25]1([CH2:31][C:32]([N:34]=[C:35]=[S:36])=[O:33])[CH:30]=[CH:29][CH:28]=[CH:27][CH:26]=1. The catalyst is C1COCC1. The product is [F:1][C:2]1[CH:3]=[C:4]([NH:24][C:35]([NH:34][C:32](=[O:33])[CH2:31][C:25]2[CH:26]=[CH:27][CH:28]=[CH:29][CH:30]=2)=[S:36])[CH:5]=[CH:6][C:7]=1[O:8][C:9]1[C:10]2[NH:17][C:16]([C:18]3[CH:23]=[CH:22][CH:21]=[CH:20][CH:19]=3)=[CH:15][C:11]=2[N:12]=[CH:13][N:14]=1. The yield is 0.720. (2) The reactants are [N:1]([C@H:4]1[CH2:9][CH2:8][O:7][C@@H:6]([CH:10]([C:17]2[CH:22]=[CH:21][CH:20]=[CH:19][CH:18]=2)[C:11]2[CH:16]=[CH:15][CH:14]=[CH:13][CH:12]=2)[CH2:5]1)=[N+]=[N-]. The catalyst is [Pd]. The product is [CH:10]([C@H:6]1[CH2:5][C@@H:4]([NH2:1])[CH2:9][CH2:8][O:7]1)([C:17]1[CH:22]=[CH:21][CH:20]=[CH:19][CH:18]=1)[C:11]1[CH:12]=[CH:13][CH:14]=[CH:15][CH:16]=1. The yield is 1.00. (3) The reactants are Cl.[Br:2][C:3]1[CH:4]=[C:5]([CH:8]=[CH:9][CH:10]=1)[CH2:6][NH2:7].C([O-])([O-])=O.[Na+].[Na+].[CH:17]1[C:29]2[CH:28]([CH2:30][O:31][C:32](C3CC(=O)N(O)C3=O)=[O:33])[C:27]3[C:22](=[CH:23][CH:24]=[CH:25][CH:26]=3)[C:21]=2[CH:20]=[CH:19][CH:18]=1. The catalyst is O1CCOCC1.C(Cl)Cl. The product is [CH:17]1[C:29]2[CH:28]([CH2:30][O:31][C:32](=[O:33])[NH:7][CH2:6][C:5]3[CH:8]=[CH:9][CH:10]=[C:3]([Br:2])[CH:4]=3)[C:27]3[C:22](=[CH:23][CH:24]=[CH:25][CH:26]=3)[C:21]=2[CH:20]=[CH:19][CH:18]=1. The yield is 0.820. (4) The reactants are C([O:5][C:6]([N:8]1[CH2:13][CH2:12][C:11](=[C:14]([C:21]2[CH:26]=[CH:25][CH:24]=[CH:23][CH:22]=2)[C:15]2[O:16][C:17]([CH3:20])=[N:18][N:19]=2)[CH2:10][CH2:9]1)=O)(C)(C)C.[C:27](O)(C(F)(F)F)=O.Cl.[CH3:35][O:36][C:37]1[CH:45]=[N:44][C:43]([C:46]2[CH:47]=[CH:48][N:49](C)[N:50]=2)=[C:42]2[C:38]=1[C:39]([C:52](=[O:56])C(O)=O)=[CH:40][NH:41]2.C(N(CC)CC)(C)C.C1N(P(Cl)(N2C(=O)OCC2)=O)C(=O)OC1. The catalyst is C(Cl)Cl. The product is [C:21]1([C:14](=[C:11]2[CH2:10][CH2:9][N:8]([C:6](=[O:5])[C:52]([C:39]3[C:38]4[C:42](=[C:43]([C:46]5[CH:47]=[C:48]([CH3:27])[NH:49][N:50]=5)[N:44]=[CH:45][C:37]=4[O:36][CH3:35])[NH:41][CH:40]=3)=[O:56])[CH2:13][CH2:12]2)[C:15]2[O:16][C:17]([CH3:20])=[N:18][N:19]=2)[CH:22]=[CH:23][CH:24]=[CH:25][CH:26]=1. The yield is 0.0600. (5) The reactants are [F:1][C:2]1[C:10]([F:11])=[CH:9][CH:8]=[C:7]2[C:3]=1[CH2:4][CH2:5][C@@H:6]2[OH:12].[CH3:13][O:14][C:15](=[O:27])[CH2:16][C@H:17]1[C:21]2[CH:22]=[CH:23][C:24](O)=[CH:25][C:20]=2[O:19][CH2:18]1. No catalyst specified. The product is [CH3:13][O:14][C:15](=[O:27])[CH2:16][C@H:17]1[C:21]2[CH:22]=[CH:23][C:24]([O:12][C@H:6]3[C:7]4[C:3](=[C:2]([F:1])[C:10]([F:11])=[CH:9][CH:8]=4)[CH2:4][CH2:5]3)=[CH:25][C:20]=2[O:19][CH2:18]1. The yield is 0.600.